Task: Predict the product of the given reaction.. Dataset: Forward reaction prediction with 1.9M reactions from USPTO patents (1976-2016) (1) Given the reactants [N+:1]([C:4]1[CH:9]=[CH:8][C:7]([C:10]2[S:14][C:13]([CH2:15][CH2:16][NH:17]C(=O)OC(C)(C)C)=[N:12][CH:11]=2)=[CH:6][CH:5]=1)([O-:3])=[O:2].[ClH:25].O1CCOCC1, predict the reaction product. The product is: [ClH:25].[N+:1]([C:4]1[CH:5]=[CH:6][C:7]([C:10]2[S:14][C:13]([CH2:15][CH2:16][NH2:17])=[N:12][CH:11]=2)=[CH:8][CH:9]=1)([O-:3])=[O:2]. (2) Given the reactants [N:1]1[C:10]2[C@H:9]([NH2:11])[CH2:8][CH2:7][CH2:6][C:5]=2[CH:4]=[CH:3][CH:2]=1.[O:12]=[C:13]1[C:21]2[C:16](=[CH:17][CH:18]=[CH:19][CH:20]=2)[C:15](=[O:22])[N:14]1[CH2:23][CH2:24][CH2:25][CH:26]=O.C(=O)([O-])[O-].[K+].[K+], predict the reaction product. The product is: [N:1]1[C:10]2[C@H:9]([NH:11][CH2:26][CH2:25][CH2:24][CH2:23][N:14]3[C:15](=[O:22])[C:16]4[C:21](=[CH:20][CH:19]=[CH:18][CH:17]=4)[C:13]3=[O:12])[CH2:8][CH2:7][CH2:6][C:5]=2[CH:4]=[CH:3][CH:2]=1.